Dataset: Peptide-MHC class I binding affinity with 185,985 pairs from IEDB/IMGT. Task: Regression. Given a peptide amino acid sequence and an MHC pseudo amino acid sequence, predict their binding affinity value. This is MHC class I binding data. (1) The peptide sequence is APATVCGPKL. The MHC is HLA-B54:01 with pseudo-sequence HLA-B54:01. The binding affinity (normalized) is 0. (2) The peptide sequence is AGNENMETM. The MHC is H-2-Db with pseudo-sequence H-2-Db. The binding affinity (normalized) is 0.787. (3) The peptide sequence is RQHGFTPSK. The MHC is HLA-B27:05 with pseudo-sequence HLA-B27:05. The binding affinity (normalized) is 0.719. (4) The peptide sequence is SSMLNIMNR. The MHC is HLA-A11:01 with pseudo-sequence HLA-A11:01. The binding affinity (normalized) is 0.783. (5) The peptide sequence is DLNIFMTLV. The MHC is HLA-A02:02 with pseudo-sequence HLA-A02:02. The binding affinity (normalized) is 0.302. (6) The peptide sequence is YEFRKVKSY. The MHC is HLA-A29:02 with pseudo-sequence HLA-A29:02. The binding affinity (normalized) is 0. (7) The peptide sequence is YMISTYPGNT. The MHC is HLA-A68:02 with pseudo-sequence HLA-A68:02. The binding affinity (normalized) is 0.159. (8) The peptide sequence is FQPSDYFPSV. The MHC is HLA-A02:01 with pseudo-sequence HLA-A02:01. The binding affinity (normalized) is 0.727. (9) The peptide sequence is YRHDGGNVL. The MHC is HLA-B42:01 with pseudo-sequence HLA-B42:01. The binding affinity (normalized) is 0.122.